Predict the product of the given reaction. From a dataset of Forward reaction prediction with 1.9M reactions from USPTO patents (1976-2016). Given the reactants Br[C:2]1[CH:3]=[N:4][CH:5]=[C:6]([CH:10]=1)[C:7]([OH:9])=[O:8].S([O-])([O-])=O.[Na+].[Na+].[OH-].[NH4+:18], predict the reaction product. The product is: [NH2:18][C:2]1[CH:3]=[N:4][CH:5]=[C:6]([CH:10]=1)[C:7]([OH:9])=[O:8].